This data is from Peptide-MHC class I binding affinity with 185,985 pairs from IEDB/IMGT. The task is: Regression. Given a peptide amino acid sequence and an MHC pseudo amino acid sequence, predict their binding affinity value. This is MHC class I binding data. (1) The peptide sequence is FTLINWRSV. The MHC is HLA-A23:01 with pseudo-sequence HLA-A23:01. The binding affinity (normalized) is 0.261. (2) The peptide sequence is AILAGEHKC. The MHC is HLA-A80:01 with pseudo-sequence HLA-A80:01. The binding affinity (normalized) is 0.0847. (3) The peptide sequence is YVYFYDLSY. The MHC is BoLA-D18.4 with pseudo-sequence BoLA-D18.4. The binding affinity (normalized) is 0.246. (4) The peptide sequence is VSLKKTNDK. The MHC is HLA-A33:01 with pseudo-sequence HLA-A33:01. The binding affinity (normalized) is 0. (5) The peptide sequence is LPNRRHHLI. The MHC is HLA-B57:01 with pseudo-sequence HLA-B57:01. The binding affinity (normalized) is 0.0847. (6) The peptide sequence is VVYEGVWKK. The MHC is HLA-A11:01 with pseudo-sequence HLA-A11:01. The binding affinity (normalized) is 0.666.